From a dataset of Catalyst prediction with 721,799 reactions and 888 catalyst types from USPTO. Predict which catalyst facilitates the given reaction. (1) Reactant: [F:1][C:2]1[CH:9]=[CH:8][C:5]([CH:6]=O)=[CH:4][C:3]=1[C:10]([F:13])([F:12])[F:11].[C:14]([N:33]1[CH:37]=[CH:36][N:35]=[C:34]1[NH2:38])([C:27]1[CH:32]=[CH:31][CH:30]=[CH:29][CH:28]=1)([C:21]1[CH:26]=[CH:25][CH:24]=[CH:23][CH:22]=1)[C:15]1[CH:20]=[CH:19][CH:18]=[CH:17][CH:16]=1.C(O[BH-](OC(=O)C)OC(=O)C)(=O)C.[Na+]. Product: [F:1][C:2]1[CH:9]=[CH:8][C:5]([CH2:6][NH:38][C:34]2[N:33]([C:14]([C:15]3[CH:20]=[CH:19][CH:18]=[CH:17][CH:16]=3)([C:27]3[CH:28]=[CH:29][CH:30]=[CH:31][CH:32]=3)[C:21]3[CH:22]=[CH:23][CH:24]=[CH:25][CH:26]=3)[CH:37]=[CH:36][N:35]=2)=[CH:4][C:3]=1[C:10]([F:13])([F:12])[F:11]. The catalyst class is: 11. (2) Reactant: [Cl:1][C:2]1[CH:10]=[CH:9][C:8]2[NH:7][C:6]3[CH2:11][CH2:12][N:13]([CH3:15])[CH2:14][C:5]=3[C:4]=2[CH:3]=1.[H-].[Na+].[C:18]1([C:24]2([C:27]3[CH:32]=[CH:31][CH:30]=[CH:29][CH:28]=3)[CH2:26][O:25]2)[CH:23]=[CH:22][CH:21]=[CH:20][CH:19]=1. Product: [Cl:1][C:2]1[CH:10]=[CH:9][C:8]2[N:7]([CH2:26][C:24]([C:27]3[CH:32]=[CH:31][CH:30]=[CH:29][CH:28]=3)([C:18]3[CH:23]=[CH:22][CH:21]=[CH:20][CH:19]=3)[OH:25])[C:6]3[CH2:11][CH2:12][N:13]([CH3:15])[CH2:14][C:5]=3[C:4]=2[CH:3]=1. The catalyst class is: 3.